This data is from Catalyst prediction with 721,799 reactions and 888 catalyst types from USPTO. The task is: Predict which catalyst facilitates the given reaction. (1) Reactant: [OH:1][C:2]1[CH:15]=[CH:14][CH:13]=[CH:12][C:3]=1[C:4]([C:6]1[CH:11]=[CH:10][CH:9]=[CH:8][CH:7]=1)=O.[C:16](#[N:20])[CH2:17][C:18]#[N:19].N1CCCCC1. Product: [C:18]([C:17]1[C:16](=[NH:20])[O:1][C:2]2[C:3]([C:4]=1[C:6]1[CH:11]=[CH:10][CH:9]=[CH:8][CH:7]=1)=[CH:12][CH:13]=[CH:14][CH:15]=2)#[N:19]. The catalyst class is: 8. (2) Reactant: [N+:1]([C:4]1[NH:5][CH:6]=[CH:7][N:8]=1)([O-:3])=[O:2].Cl.Cl[CH2:11][CH2:12][N:13]1[CH2:18][CH2:17][O:16][CH2:15][CH2:14]1.[I-].[Na+].C[O-].[Na+]. Product: [N+:1]([C:4]1[N:5]([CH2:11][CH2:12][N:13]2[CH2:18][CH2:17][O:16][CH2:15][CH2:14]2)[CH:6]=[CH:7][N:8]=1)([O-:3])=[O:2]. The catalyst class is: 3. (3) Reactant: [NH4+].[N:2]#[C:3][S-:4].[NH2:5][C:6]1[CH:7]=[C:8]([OH:12])[CH:9]=[CH:10][CH:11]=1. Product: [OH:12][C:8]1[CH:7]=[C:6]([NH:5][C:3]([NH2:2])=[S:4])[CH:11]=[CH:10][CH:9]=1. The catalyst class is: 126. (4) Reactant: [C:1]([C:3]1[C:11]2[C:6](=[CH:7][CH:8]=[CH:9][CH:10]=2)[NH:5][CH:4]=1)#[N:2].Br[C:13]1[O:17][C:16]([CH:18]=[O:19])=[CH:15][CH:14]=1.C(=O)([O-])[O-].[Cs+].[Cs+].O. Product: [CH:18]([C:16]1[O:17][C:13]([N:5]2[C:6]3[C:11](=[CH:10][CH:9]=[CH:8][CH:7]=3)[C:3]([C:1]#[N:2])=[CH:4]2)=[CH:14][CH:15]=1)=[O:19]. The catalyst class is: 9. (5) Reactant: [Cl-].[O:2]=[C:3]1[C:7]2[CH:8]=[CH:9][C:10]([CH2:12][NH:13][CH:14]3[CH2:19][CH2:18][NH2+:17][CH2:16][CH2:15]3)=[CH:11][C:6]=2[CH2:5][O:4]1.[CH3:20][C:21]1[C:29]2[CH2:28][O:27][C:26](=[O:30])[C:25]=2[CH:24]=[CH:23][C:22]=1[CH2:31][CH:32]=O.C([BH3-])#N.[Na+].C(O)(=O)C. Product: [CH3:20][C:21]1[C:29]2[CH2:28][O:27][C:26](=[O:30])[C:25]=2[CH:24]=[CH:23][C:22]=1[CH2:31][CH2:32][N:17]1[CH2:16][CH2:15][CH:14]([NH:13][CH2:12][C:10]2[CH:9]=[CH:8][C:7]3[C:3](=[O:2])[O:4][CH2:5][C:6]=3[CH:11]=2)[CH2:19][CH2:18]1. The catalyst class is: 5. (6) Reactant: [Cl:1][C:2]1[CH:7]=[CH:6][C:5]([OH:8])=[C:4]([C:9]2[CH:14]=[CH:13][N:12]=[C:11]([O:15][CH:16]3[CH2:19][CH2:18][CH2:17]3)[CH:10]=2)[CH:3]=1.C(=O)([O-])[O-].[K+].[K+].[C:26]([C:28]1[CH:29]=[C:30]([S:35]([N:38]([CH2:44][C:45]2[CH:50]=[CH:49][C:48]([O:51][CH3:52])=[CH:47][C:46]=2[O:53][CH3:54])[C:39]2[S:43][N:42]=[CH:41][N:40]=2)(=[O:37])=[O:36])[CH:31]=[CH:32][C:33]=1F)#[N:27]. Product: [Cl:1][C:2]1[CH:7]=[CH:6][C:5]([O:8][C:33]2[CH:32]=[CH:31][C:30]([S:35]([N:38]([CH2:44][C:45]3[CH:50]=[CH:49][C:48]([O:51][CH3:52])=[CH:47][C:46]=3[O:53][CH3:54])[C:39]3[S:43][N:42]=[CH:41][N:40]=3)(=[O:37])=[O:36])=[CH:29][C:28]=2[C:26]#[N:27])=[C:4]([C:9]2[CH:14]=[CH:13][N:12]=[C:11]([O:15][CH:16]3[CH2:19][CH2:18][CH2:17]3)[CH:10]=2)[CH:3]=1. The catalyst class is: 16. (7) Reactant: [CH3:1][C:2]1([CH3:23])[CH2:7][CH2:6][N:5]([C:8]2[CH:13]=[N:12][C:11]([C:14]#[C:15][C:16]3[CH:21]=[CH:20][CH:19]=[CH:18][CH:17]=3)=[CH:10][N:9]=2)[C:4](=[O:22])[NH:3]1.[H-].[Na+].I[CH3:27]. Product: [CH3:27][N:3]1[C:2]([CH3:23])([CH3:1])[CH2:7][CH2:6][N:5]([C:8]2[CH:13]=[N:12][C:11]([C:14]#[C:15][C:16]3[CH:21]=[CH:20][CH:19]=[CH:18][CH:17]=3)=[CH:10][N:9]=2)[C:4]1=[O:22]. The catalyst class is: 3.